From a dataset of Catalyst prediction with 721,799 reactions and 888 catalyst types from USPTO. Predict which catalyst facilitates the given reaction. (1) Reactant: C([O:3][C:4](=[O:28])[CH:5]([C:12]1[N:13]([C:21]2[CH:26]=[CH:25][C:24]([Cl:27])=[CH:23][CH:22]=2)[N:14]=[C:15]2[C:20]=1[CH2:19][CH2:18][CH2:17][CH2:16]2)[CH:6]1[CH2:11][CH2:10][CH2:9][CH2:8][CH2:7]1)C.[OH-].[Na+]. Product: [Cl:27][C:24]1[CH:25]=[CH:26][C:21]([N:13]2[C:12]([CH:5]([CH:6]3[CH2:11][CH2:10][CH2:9][CH2:8][CH2:7]3)[C:4]([OH:28])=[O:3])=[C:20]3[C:15]([CH2:16][CH2:17][CH2:18][CH2:19]3)=[N:14]2)=[CH:22][CH:23]=1. The catalyst class is: 5. (2) Reactant: [N+:1]([C:4]1[CH:5]=[C:6]([CH:11]=[C:12]([NH:14][S:15]([C:18]([F:21])([F:20])[F:19])(=[O:17])=[O:16])[CH:13]=1)[C:7]([O:9][CH3:10])=[O:8])([O-])=O.[H][H].[CH3:24][O:25][C:26]1[N:31]=[C:30]([O:32][CH3:33])[C:29]([C:34]2[CH:43]=[C:42]3[C:37]([C:38](Cl)=[C:39]([C:44]([NH2:46])=[O:45])[CH:40]=[N:41]3)=[CH:36][CH:35]=2)=[CH:28][N:27]=1. The catalyst class is: 285. Product: [NH2:46][C:44]([C:39]1[CH:40]=[N:41][C:42]2[C:37]([C:38]=1[NH:1][C:4]1[CH:5]=[C:6]([CH:11]=[C:12]([NH:14][S:15]([C:18]([F:21])([F:20])[F:19])(=[O:17])=[O:16])[CH:13]=1)[C:7]([O:9][CH3:10])=[O:8])=[CH:36][CH:35]=[C:34]([C:29]1[C:30]([O:32][CH3:33])=[N:31][C:26]([O:25][CH3:24])=[N:27][CH:28]=1)[CH:43]=2)=[O:45].